This data is from Reaction yield outcomes from USPTO patents with 853,638 reactions. The task is: Predict the reaction yield, written as a fraction of the theoretical maximum amount of product (1.0 means a 100% yield; for example, 0.34 means a 34% yield). (1) The reactants are Cl.Cl.Cl.[Cl:4][C:5]1[C:10]([Cl:11])=[CH:9][CH:8]=[CH:7][C:6]=1[N:12]1[CH2:17][CH2:16][N:15]([CH2:18][CH2:19][C@H:20]2[CH2:25][CH2:24][C@H:23]([NH2:26])[CH2:22][CH2:21]2)[CH2:14][CH2:13]1.[CH2:27]([N:29]([CH2:32]C)[CH2:30]C)C.ClC(Cl)([O:37]C(=O)OC(Cl)(Cl)Cl)Cl.Cl. The catalyst is ClCCl. The product is [Cl:4][C:5]1[C:10]([Cl:11])=[CH:9][CH:8]=[CH:7][C:6]=1[N:12]1[CH2:17][CH2:16][N:15]([CH2:18][CH2:19][C@H:20]2[CH2:25][CH2:24][C@H:23]([NH:26][C:27]([N:29]([CH3:32])[CH3:30])=[O:37])[CH2:22][CH2:21]2)[CH2:14][CH2:13]1. The yield is 0.520. (2) The yield is 0.830. The product is [NH2:8][C:7]1[N:6]([CH3:9])[C:5](=[O:10])[N:4]([CH3:11])[C:3](=[O:12])[C:2]=1[NH:1][C:19](=[O:20])[CH2:18][CH2:17][O:16][CH2:13][CH2:14][CH3:15]. The reactants are [NH2:1][C:2]1[C:3](=[O:12])[N:4]([CH3:11])[C:5](=[O:10])[N:6]([CH3:9])[C:7]=1[NH2:8].[CH2:13]([O:16][CH2:17][CH2:18][C:19](O)=[O:20])[CH2:14][CH3:15].CCN=C=NCCCN(C)C. The catalyst is C(O)C. (3) The reactants are Br[C:2]1[CH:7]=[CH:6][C:5]([C:8](=[O:10])[CH3:9])=[CH:4][CH:3]=1.[C:11]1(B(O)O)[CH:16]=[CH:15][CH:14]=[CH:13][CH:12]=1.C(=O)([O-])[O-].[K+].[K+].[Cl-].[NH4+]. The catalyst is CCOCC.CC1C=CC=CC=1C. The product is [C:8]([C:5]1[CH:6]=[CH:7][C:2]([C:11]2[CH:16]=[CH:15][CH:14]=[CH:13][CH:12]=2)=[CH:3][CH:4]=1)(=[O:10])[CH3:9]. The yield is 0.990.